Dataset: Reaction yield outcomes from USPTO patents with 853,638 reactions. Task: Predict the reaction yield, written as a fraction of the theoretical maximum amount of product (1.0 means a 100% yield; for example, 0.34 means a 34% yield). (1) The reactants are [F:1][C:2]1[CH:7]=[C:6](I)[CH:5]=[CH:4][C:3]=1[NH:9][CH:10]=[O:11].B1(B2OC(C)(C)C(C)(C)O2)OC(C)(C)C(C)(C)O1.C([O-])(=O)C.[K+].Br[C:36]1[CH:41]=[CH:40][C:39]([C:42](=[O:51])[CH2:43][C:44]([CH3:50])([CH3:49])[C:45]([O:47][CH3:48])=[O:46])=[CH:38][CH:37]=1.C(=O)([O-])[O-].[Cs+].[Cs+]. The catalyst is CN(C)C=O.C([O-])(=O)C.[Pd+2].C([O-])(=O)C.C1C=CC([P]([Pd]([P](C2C=CC=CC=2)(C2C=CC=CC=2)C2C=CC=CC=2)([P](C2C=CC=CC=2)(C2C=CC=CC=2)C2C=CC=CC=2)[P](C2C=CC=CC=2)(C2C=CC=CC=2)C2C=CC=CC=2)(C2C=CC=CC=2)C2C=CC=CC=2)=CC=1.O. The product is [F:1][C:2]1[CH:7]=[C:6]([C:36]2[CH:37]=[CH:38][C:39]([C:42](=[O:51])[CH2:43][C:44]([CH3:49])([CH3:50])[C:45]([O:47][CH3:48])=[O:46])=[CH:40][CH:41]=2)[CH:5]=[CH:4][C:3]=1[NH:9][CH:10]=[O:11]. The yield is 0.460. (2) The reactants are [Si:1]([O:8][C:9]1[CH:10]=[C:11]2[C:15](=[CH:16][CH:17]=1)[NH:14][N:13]=[CH:12]2)([C:4]([CH3:7])([CH3:6])[CH3:5])([CH3:3])[CH3:2].C1C(=O)N([I:25])C(=O)C1. The catalyst is CN(C)C=O. The product is [Si:1]([O:8][C:9]1[CH:10]=[C:11]2[C:15](=[CH:16][CH:17]=1)[NH:14][N:13]=[C:12]2[I:25])([C:4]([CH3:7])([CH3:5])[CH3:6])([CH3:3])[CH3:2]. The yield is 0.980. (3) The reactants are [O:1]=[C:2]1[N:6]([CH2:7][CH2:8][CH2:9][C:10]2[CH:19]=[CH:18][C:17]3[CH2:16][CH2:15][CH2:14][NH:13][C:12]=3[N:11]=2)[CH:5]=[CH:4][N:3]1[C@H:20]([C:29]1[CH:34]=[CH:33][CH:32]=[C:31]([C:35]([F:38])([F:37])[F:36])[CH:30]=1)[CH2:21][C:22]([O:24][C:25]([CH3:28])([CH3:27])[CH3:26])=[O:23]. The catalyst is CO.[OH-].[OH-].[Pd+2]. The product is [O:1]=[C:2]1[N:6]([CH2:7][CH2:8][CH2:9][C:10]2[CH:19]=[CH:18][C:17]3[CH2:16][CH2:15][CH2:14][NH:13][C:12]=3[N:11]=2)[CH2:5][CH2:4][N:3]1[C@H:20]([C:29]1[CH:34]=[CH:33][CH:32]=[C:31]([C:35]([F:36])([F:38])[F:37])[CH:30]=1)[CH2:21][C:22]([O:24][C:25]([CH3:28])([CH3:27])[CH3:26])=[O:23]. The yield is 0.990. (4) The reactants are NCCOB(C1SC=CC=1)C1SC=CC=1.N1([C@@H:22]([C:37]2C=CC=C[CH:38]=2)[C:23](C2C=CC=CC=2)([C:25]2C=CC=[CH:27][CH:26]=2)[OH:24])CCCCC1.C([Zn]CC)C.CN1C(C=O)=CC=N1. No catalyst specified. The product is [CH3:38][CH2:37][CH2:22][CH2:23][CH2:25][CH2:26][CH3:27].[CH3:22][CH:23]([OH:24])[CH3:25]. The yield is 0.510. (5) The yield is 0.650. The reactants are Br[C:2]1[CH:9]=[N:8][CH:7]=[C:6]([Br:10])[C:3]=1[CH:4]=[O:5].[CH3:11][C:12]1([CH3:25])[CH2:24][C:15]2[C:16]3[CH2:21][CH2:20][NH:19][C:18](=[O:22])[C:17]=3[S:23][C:14]=2[CH2:13]1.C(=O)([O-])[O-].[Cs+].[Cs+].CC1(C)C2C(=C(P(C3C=CC=CC=3)C3C=CC=CC=3)C=CC=2)OC2C(P(C3C=CC=CC=3)C3C=CC=CC=3)=CC=CC1=2. The product is [Br:10][C:6]1[CH:7]=[N:8][CH:9]=[C:2]([N:19]2[CH2:20][CH2:21][C:16]3[C:15]4[CH2:24][C:12]([CH3:11])([CH3:25])[CH2:13][C:14]=4[S:23][C:17]=3[C:18]2=[O:22])[C:3]=1[CH:4]=[O:5]. The catalyst is C1C=CC(/C=C/C(/C=C/C2C=CC=CC=2)=O)=CC=1.C1C=CC(/C=C/C(/C=C/C2C=CC=CC=2)=O)=CC=1.C1C=CC(/C=C/C(/C=C/C2C=CC=CC=2)=O)=CC=1.[Pd].[Pd].O1CCOCC1.